Dataset: Full USPTO retrosynthesis dataset with 1.9M reactions from patents (1976-2016). Task: Predict the reactants needed to synthesize the given product. (1) Given the product [N+:1]([C:4]1[CH:9]=[CH:8][CH:7]=[CH:6][C:5]=1[N:10]1[C:15](=[O:16])[CH:14]=[CH:13][C:12]2[C:17]([C:25]3[CH:30]=[CH:29][CH:28]=[CH:27][CH:26]=3)=[C:18]([C:20]([OH:22])=[O:21])[S:19][C:11]1=2)([O-:3])=[O:2], predict the reactants needed to synthesize it. The reactants are: [N+:1]([C:4]1[CH:9]=[CH:8][CH:7]=[CH:6][C:5]=1[N:10]1[C:15](=[O:16])[CH:14]=[CH:13][C:12]2[C:17]([C:25]3[CH:30]=[CH:29][CH:28]=[CH:27][CH:26]=3)=[C:18]([C:20]([O:22]CC)=[O:21])[S:19][C:11]1=2)([O-:3])=[O:2].O.[OH-].[Li+]. (2) Given the product [NH2:13][C@H:14]1[CH2:16][N:49]2[C:47]3[C:52]([C:53]([CH2:55][C:9]([O:11][CH2:63][CH2:64][CH3:69])=[O:10])=[C:54]2[CH2:79][CH2:15]1)=[CH:51][CH:50]=[CH:45][CH:46]=3, predict the reactants needed to synthesize it. The reactants are: P([O-])([O-])([O-])=O.[Na+].[Na+].[Na+].[CH:9]([O-:11])=[O:10].[Na+].[NH2:13][C@@H:14]([C:16](O)=O)[CH3:15].C1N=C(N)C2N=CN([C@@H]3O[C@H](COP(OP(OC[C@H]4O[C@@H:47]([N:49]5[CH:54]=[C:53]([C:55](N)=O)[CH2:52][CH:51]=[CH:50]5)[C@H:46](O)[C@@H:45]4O)(O)=O)(O)=O)[C@@H](O)[C@H]3O)C=2N=1.[CH3:63][C:64]1[C:69](O)=C(C=O)C(COP(O)(O)=O)=CN=1.[C:79]([O-])(=O)C(C)O.C([O-])=O.Cl. (3) Given the product [CH3:26][O:25][C:22]1[CH:23]=[CH:24][C:19]([NH:18][C:11]2[C:12]3[N:13]([N:15]=[CH:16][N:17]=3)[CH:14]=[C:9]([N:5]3[CH2:6][CH2:7][CH2:8][CH:3]([NH:2][C:40]([C:39]4[CH:43]=[CH:44][C:36]([C:34]([O:33][C:29]([CH3:30])([CH3:31])[CH3:32])=[O:35])=[CH:37][CH:38]=4)=[O:41])[CH2:4]3)[CH:10]=2)=[N:20][C:21]=1[O:27][CH3:28], predict the reactants needed to synthesize it. The reactants are: Cl.[NH2:2][CH:3]1[CH2:8][CH2:7][CH2:6][N:5]([C:9]2[CH:10]=[C:11]([NH:18][C:19]3[CH:24]=[CH:23][C:22]([O:25][CH3:26])=[C:21]([O:27][CH3:28])[N:20]=3)[C:12]3[N:13]([N:15]=[CH:16][N:17]=3)[CH:14]=2)[CH2:4]1.[C:29]([O:33][C:34]([C:36]1[CH:44]=[CH:43][C:39]([C:40](O)=[O:41])=[CH:38][CH:37]=1)=[O:35])([CH3:32])([CH3:31])[CH3:30].CCN=C=NCCCN(C)C.CN1C=CN=C1. (4) The reactants are: [Cl:1][C:2]1[N:7]=[C:6](Cl)[C:5]([F:9])=[CH:4][N:3]=1.[Cl:10][C:11]1[C:16](B(O)O)=[CH:15][CH:14]=[CH:13][N:12]=1.COCCOC.C([O-])(O)=O.[Na+]. Given the product [Cl:1][C:2]1[N:7]=[C:6]([C:16]2[C:11]([Cl:10])=[N:12][CH:13]=[CH:14][CH:15]=2)[C:5]([F:9])=[CH:4][N:3]=1, predict the reactants needed to synthesize it. (5) The reactants are: [C:1]([C:5]1[CH:6]=[C:7]([OH:11])[CH:8]=[CH:9][CH:10]=1)([CH3:4])([CH3:3])[CH3:2].[N+:12]([O-])([OH:14])=[O:13]. Given the product [C:1]([C:5]1[CH:10]=[CH:9][C:8]([N+:12]([O-:14])=[O:13])=[C:7]([OH:11])[CH:6]=1)([CH3:4])([CH3:2])[CH3:3], predict the reactants needed to synthesize it. (6) Given the product [CH2:1]([N:5]([CH2:13][CH2:14][CH2:15][CH3:16])[C:6]([C:8]1[C:12]([Cl:17])=[CH:11][NH:10][N:9]=1)=[O:7])[CH2:2][CH2:3][CH3:4], predict the reactants needed to synthesize it. The reactants are: [CH2:1]([N:5]([CH2:13][CH2:14][CH2:15][CH3:16])[C:6]([C:8]1[CH:12]=[CH:11][NH:10][N:9]=1)=[O:7])[CH2:2][CH2:3][CH3:4].[Cl:17]C1C(C(O)=O)=NNC=1.